This data is from Reaction yield outcomes from USPTO patents with 853,638 reactions. The task is: Predict the reaction yield, written as a fraction of the theoretical maximum amount of product (1.0 means a 100% yield; for example, 0.34 means a 34% yield). (1) The reactants are [Br:1][C:2]1[CH:3]=[C:4]2[C:9](=[CH:10][CH:11]=1)[N:8]=[CH:7][C:6](I)=[C:5]2[Cl:13].[NH:14]1[CH2:19][CH2:18][O:17][CH2:16][CH2:15]1.C1(P(C2C=CC=CC=2)C2C3OC4C(=CC=CC=4P(C4C=CC=CC=4)C4C=CC=CC=4)C(C)(C)C=3C=CC=2)C=CC=CC=1.CC(C)([O-])C.[Na+]. The catalyst is CN(C)C=O.C1C=CC(/C=C/C(/C=C/C2C=CC=CC=2)=O)=CC=1.C1C=CC(/C=C/C(/C=C/C2C=CC=CC=2)=O)=CC=1.C1C=CC(/C=C/C(/C=C/C2C=CC=CC=2)=O)=CC=1.[Pd].[Pd]. The product is [Br:1][C:2]1[CH:3]=[C:4]2[C:9](=[CH:10][CH:11]=1)[N:8]=[CH:7][C:6]([N:14]1[CH2:19][CH2:18][O:17][CH2:16][CH2:15]1)=[C:5]2[Cl:13]. The yield is 0.560. (2) The reactants are [CH:1]1([N:4]2[CH:8]=[C:7]([N+:9]([O-])=O)[CH:6]=[N:5]2)[CH2:3][CH2:2]1. The catalyst is C(O)C. The product is [CH:1]1([N:4]2[CH:8]=[C:7]([NH2:9])[CH:6]=[N:5]2)[CH2:3][CH2:2]1. The yield is 0.940.